From a dataset of Full USPTO retrosynthesis dataset with 1.9M reactions from patents (1976-2016). Predict the reactants needed to synthesize the given product. (1) Given the product [NH2:1][C:2]1[N:10]=[CH:9][N:8]=[C:7]2[C:3]=1[N:4]=[C:5]([CH2:39][CH3:40])[N:6]2[C:11]1[CH:16]=[CH:15][C:14]([NH:17][C:18]([NH:20][C:21]2[CH:26]=[C:25]([C:27]([F:29])([F:30])[F:28])[CH:24]=[C:23]([CH2:31][N:32]3[CH2:33][CH2:34][N:35]([CH3:38])[CH2:36][CH2:37]3)[CH:22]=2)=[O:19])=[CH:13][CH:12]=1, predict the reactants needed to synthesize it. The reactants are: [NH2:1][C:2]1[N:10]=[CH:9][N:8]=[C:7]2[C:3]=1[N:4]=[C:5]([CH:39]=[CH2:40])[N:6]2[C:11]1[CH:16]=[CH:15][C:14]([NH:17][C:18]([NH:20][C:21]2[CH:26]=[C:25]([C:27]([F:30])([F:29])[F:28])[CH:24]=[C:23]([CH2:31][N:32]3[CH2:37][CH2:36][N:35]([CH3:38])[CH2:34][CH2:33]3)[CH:22]=2)=[O:19])=[CH:13][CH:12]=1.[H][H]. (2) Given the product [CH3:14][C:15]1[CH:29]=[CH:28][CH:27]=[CH:26][C:16]=1[O:17][C:18]1[CH:23]=[CH:22][C:21]([CH2:24][O:1][C:2]2[CH:3]=[CH:4][C:5]([CH2:8][CH2:9][C:10]([O:12][CH3:13])=[O:11])=[CH:6][CH:7]=2)=[CH:20][CH:19]=1, predict the reactants needed to synthesize it. The reactants are: [OH:1][C:2]1[CH:7]=[CH:6][C:5]([CH2:8][CH2:9][C:10]([O:12][CH3:13])=[O:11])=[CH:4][CH:3]=1.[CH3:14][C:15]1[CH:29]=[CH:28][CH:27]=[CH:26][C:16]=1[O:17][C:18]1[CH:23]=[CH:22][C:21]([CH2:24]O)=[CH:20][CH:19]=1.C1(C)C(O)=CC=CC=1.BrC1C=CC(C=O)=CC=1. (3) Given the product [C:5]([C:9]1[CH:14]=[CH:13][C:12]([CH2:15][C:16]2([N:18]3[CH2:27][CH2:26][C:25]4[C:20](=[CH:21][CH:22]=[C:23]([S:28]([N:31]([C:41]5[CH:46]=[CH:45][C:44]([CH2:47][CH2:48][CH2:49][CH:50]6[CH2:54][CH2:53][CH2:52][CH2:51]6)=[CH:43][C:42]=5[F:55])[CH2:32][C:33]5[CH:34]=[CH:35][C:36]([O:39][CH3:40])=[CH:37][CH:38]=5)(=[O:29])=[O:30])[CH:24]=4)[CH2:19]3)[CH2:2][CH2:1]2)=[CH:11][CH:10]=1)([CH3:8])([CH3:7])[CH3:6], predict the reactants needed to synthesize it. The reactants are: [CH2:1]([Mg]Br)[CH3:2].[C:5]([C:9]1[CH:14]=[CH:13][C:12]([CH2:15][C:16]([N:18]2[CH2:27][CH2:26][C:25]3[C:20](=[CH:21][CH:22]=[C:23]([S:28]([N:31]([C:41]4[CH:46]=[CH:45][C:44]([CH2:47][CH2:48][CH2:49][CH:50]5[CH2:54][CH2:53][CH2:52][CH2:51]5)=[CH:43][C:42]=4[F:55])[CH2:32][C:33]4[CH:38]=[CH:37][C:36]([O:39][CH3:40])=[CH:35][CH:34]=4)(=[O:30])=[O:29])[CH:24]=3)[CH2:19]2)=O)=[CH:11][CH:10]=1)([CH3:8])([CH3:7])[CH3:6].O.[Cl-].[NH4+].